Dataset: Catalyst prediction with 721,799 reactions and 888 catalyst types from USPTO. Task: Predict which catalyst facilitates the given reaction. (1) Reactant: [C:1]([O:5][C:6]([N:8]1[CH2:13][CH2:12][CH:11]([CH2:14][NH:15][C:16]2[C:21]([N+:22]([O-:24])=[O:23])=[CH:20][N:19]=[C:18](Cl)[CH:17]=2)[CH2:10][CH2:9]1)=[O:7])([CH3:4])([CH3:3])[CH3:2].[F:26][C:27]([F:38])([F:37])[O:28][C:29]1[CH:36]=[CH:35][CH:34]=[CH:33][C:30]=1[CH2:31][NH2:32].C(N(C(C)C)CC)(C)C. Product: [C:1]([O:5][C:6]([N:8]1[CH2:13][CH2:12][CH:11]([CH2:14][NH:15][C:16]2[C:21]([N+:22]([O-:24])=[O:23])=[CH:20][N:19]=[C:18]([NH:32][CH2:31][C:30]3[CH:33]=[CH:34][CH:35]=[CH:36][C:29]=3[O:28][C:27]([F:26])([F:37])[F:38])[CH:17]=2)[CH2:10][CH2:9]1)=[O:7])([CH3:4])([CH3:3])[CH3:2]. The catalyst class is: 44. (2) Reactant: [Cl:1][C:2]1[C:3]([N:11]2[CH:15]([CH3:16])[CH2:14][O:13][C:12]2=[O:17])=[C:4]([CH:8]=[CH:9][CH:10]=1)C(O)=O.[Cl:18][C:19]1[CH:30]=[CH:29][C:22]2[NH:23][C:24]([C@@H:26]([NH2:28])[CH3:27])=[N:25][C:21]=2[CH:20]=1.CN([C:34]([O:38]N1N=NC2C=CC=CC1=2)=[N+](C)C)C.[B-](F)(F)(F)F.CCN(C(C)C)C(C)C. Product: [Cl:1][C:2]1[CH:10]=[C:9]([CH:8]=[CH:4][C:3]=1[N:11]1[CH:15]([CH3:16])[CH2:14][O:13][C:12]1=[O:17])[C:34]([NH:28][C@H:26]([C:24]1[NH:23][C:22]2[CH:29]=[CH:30][C:19]([Cl:18])=[CH:20][C:21]=2[N:25]=1)[CH3:27])=[O:38]. The catalyst class is: 1.